Dataset: Reaction yield outcomes from USPTO patents with 853,638 reactions. Task: Predict the reaction yield, written as a fraction of the theoretical maximum amount of product (1.0 means a 100% yield; for example, 0.34 means a 34% yield). (1) The reactants are [C:1]([C:4]1[CH:5]=[C:6]([NH:12][C:13]([C:15]2[S:16][CH:17]=[CH:18][CH:19]=2)=[NH:14])[CH:7]=[CH:8][C:9]=1[O:10][CH3:11])(=O)[CH3:2].C(O)(=O)C.CN.[C:26]([BH3-])#[N:27].[Na+]. No catalyst specified. The product is [CH3:11][O:10][C:9]1[CH:8]=[CH:7][C:6]([NH:12][C:13]([C:15]2[S:16][CH:17]=[CH:18][CH:19]=2)=[NH:14])=[CH:5][C:4]=1[CH:1]([NH:27][CH3:26])[CH3:2]. The yield is 0.160. (2) The catalyst is C(Cl)Cl.CCOCC. The yield is 0.880. The product is [CH2:1]([O:8][C:9]1[CH:16]=[CH:15][C:12]([CH:13]=[O:14])=[CH:11][C:10]=1[O:17][CH2:19][O:20][CH3:21])[C:2]1[CH:3]=[CH:4][CH:5]=[CH:6][CH:7]=1. The reactants are [CH2:1]([O:8][C:9]1[CH:16]=[CH:15][C:12]([CH:13]=[O:14])=[CH:11][C:10]=1[OH:17])[C:2]1[CH:7]=[CH:6][CH:5]=[CH:4][CH:3]=1.Cl[CH2:19][O:20][CH3:21].CCN(C(C)C)C(C)C. (3) The reactants are [Cl:1][C:2]1[CH:10]=[CH:9][C:8]2[NH:7][C:6]3[CH2:11][CH2:12][N:13]([C:16]([O:18][C:19]([CH3:22])([CH3:21])[CH3:20])=[O:17])[CH2:14][CH2:15][C:5]=3[C:4]=2[C:3]=1[Cl:23].[H-].[Na+].Br[CH2:27][CH2:28][O:29][C:30]1[CH:35]=[CH:34][CH:33]=[CH:32][CH:31]=1. The catalyst is CN(C=O)C. The product is [Cl:1][C:2]1[CH:10]=[CH:9][C:8]2[N:7]([CH2:27][CH2:28][O:29][C:30]3[CH:35]=[CH:34][CH:33]=[CH:32][CH:31]=3)[C:6]3[CH2:11][CH2:12][N:13]([C:16]([O:18][C:19]([CH3:20])([CH3:22])[CH3:21])=[O:17])[CH2:14][CH2:15][C:5]=3[C:4]=2[C:3]=1[Cl:23]. The yield is 0.130.